Dataset: NCI-60 drug combinations with 297,098 pairs across 59 cell lines. Task: Regression. Given two drug SMILES strings and cell line genomic features, predict the synergy score measuring deviation from expected non-interaction effect. Drug 1: C1=CC(=CC=C1CCC2=CNC3=C2C(=O)NC(=N3)N)C(=O)NC(CCC(=O)O)C(=O)O. Drug 2: CC(C1=C(C=CC(=C1Cl)F)Cl)OC2=C(N=CC(=C2)C3=CN(N=C3)C4CCNCC4)N. Cell line: CCRF-CEM. Synergy scores: CSS=52.0, Synergy_ZIP=-4.69, Synergy_Bliss=-8.58, Synergy_Loewe=-9.82, Synergy_HSA=-5.94.